This data is from Full USPTO retrosynthesis dataset with 1.9M reactions from patents (1976-2016). The task is: Predict the reactants needed to synthesize the given product. Given the product [CH3:30][CH:29]([N:18]1[CH2:19][CH2:20][CH:15]([N:13]2[CH:14]=[C:10]([B:5]3[O:6][C:7]([CH3:8])([CH3:9])[C:3]([CH3:21])([CH3:2])[O:4]3)[CH:11]=[N:12]2)[CH2:16][CH2:17]1)[CH3:31], predict the reactants needed to synthesize it. The reactants are: Cl.[CH3:2][C:3]1([CH3:21])[C:7]([CH3:9])([CH3:8])[O:6][B:5]([C:10]2[CH:11]=[N:12][N:13]([CH:15]3[CH2:20][CH2:19][NH:18][CH2:17][CH2:16]3)[CH:14]=2)[O:4]1.BrCCO[Si]([C:29](C)([CH3:31])[CH3:30])(C)C.CCN(C(C)C)C(C)C.[I-].[K+].